From a dataset of Peptide-MHC class I binding affinity with 185,985 pairs from IEDB/IMGT. Regression. Given a peptide amino acid sequence and an MHC pseudo amino acid sequence, predict their binding affinity value. This is MHC class I binding data. (1) The peptide sequence is SMTKKFKTI. The MHC is HLA-B08:01 with pseudo-sequence HLA-B08:01. The binding affinity (normalized) is 0.536. (2) The peptide sequence is WTVYLIKLI. The MHC is HLA-A02:01 with pseudo-sequence HLA-A02:01. The binding affinity (normalized) is 0.175. (3) The MHC is HLA-B54:01 with pseudo-sequence HLA-B54:01. The binding affinity (normalized) is 0.0437. The peptide sequence is KPNTWCLRCL. (4) The peptide sequence is PPIPVGDIY. The MHC is HLA-B58:01 with pseudo-sequence HLA-B58:01. The binding affinity (normalized) is 0.000281.